This data is from Forward reaction prediction with 1.9M reactions from USPTO patents (1976-2016). The task is: Predict the product of the given reaction. (1) Given the reactants [Cl:1][C:2]1[CH:7]=[CH:6][C:5]([CH:8]([C:27]2[CH:32]=[CH:31][C:30]([Cl:33])=[CH:29][CH:28]=2)[N:9]2[CH2:12][CH:11]([N:13]([S:23]([CH3:26])(=[O:25])=[O:24])[C:14]3[CH:15]=[C:16]([CH:20]=[CH:21][CH:22]=3)[C:17]([OH:19])=O)[CH2:10]2)=[CH:4][CH:3]=1.ON1C2C=CC=CC=2N=N1.Cl.CN(C)CCCN=C=NCC.[NH:56]1[CH:60]=[N:59][C:58]([CH2:61][NH2:62])=[N:57]1, predict the reaction product. The product is: [Cl:33][C:30]1[CH:29]=[CH:28][C:27]([CH:8]([C:5]2[CH:4]=[CH:3][C:2]([Cl:1])=[CH:7][CH:6]=2)[N:9]2[CH2:12][CH:11]([N:13]([S:23]([CH3:26])(=[O:25])=[O:24])[C:14]3[CH:15]=[C:16]([CH:20]=[CH:21][CH:22]=3)[C:17]([NH:62][CH2:61][C:58]3[N:59]=[CH:60][NH:56][N:57]=3)=[O:19])[CH2:10]2)=[CH:32][CH:31]=1. (2) Given the reactants [F:1][CH2:2][C@@H:3]([N:15]1[C:23](=[O:24])[C:22]2[C:17](=[CH:18][CH:19]=[CH:20][CH:21]=2)[C:16]1=[O:25])[CH2:4][C:5](OCC1C=CC=CC=1)=[O:6].[H-].C([Al+]CC(C)C)C(C)C, predict the reaction product. The product is: [F:1][CH2:2][C@@H:3]([N:15]1[C:23](=[O:24])[C:22]2[C:17](=[CH:18][CH:19]=[CH:20][CH:21]=2)[C:16]1=[O:25])[CH2:4][CH:5]=[O:6].